This data is from Full USPTO retrosynthesis dataset with 1.9M reactions from patents (1976-2016). The task is: Predict the reactants needed to synthesize the given product. The reactants are: Br[C:2]1[CH:3]=[C:4]2[C:9](=[CH:10][CH:11]=1)[C:8](=[O:12])[NH:7][N:6]=[C:5]2[Cl:13].[F:14][C:15]1[CH:22]=[CH:21][C:20]([F:23])=[CH:19][C:16]=1[CH2:17][NH2:18].C1C=CC(P(C2C(C3C(P(C4C=CC=CC=4)C4C=CC=CC=4)=CC=C4C=3C=CC=C4)=C3C(C=CC=C3)=CC=2)C2C=CC=CC=2)=CC=1.CC([O-])(C)C.[Na+]. Given the product [Cl:13][C:5]1[C:4]2[C:9](=[CH:10][CH:11]=[C:2]([NH:18][CH2:17][C:16]3[CH:19]=[C:20]([F:23])[CH:21]=[CH:22][C:15]=3[F:14])[CH:3]=2)[C:8](=[O:12])[NH:7][N:6]=1, predict the reactants needed to synthesize it.